Dataset: Peptide-MHC class I binding affinity with 185,985 pairs from IEDB/IMGT. Task: Regression. Given a peptide amino acid sequence and an MHC pseudo amino acid sequence, predict their binding affinity value. This is MHC class I binding data. (1) The peptide sequence is WLDSVIQYL. The MHC is HLA-A02:01 with pseudo-sequence HLA-A02:01. The binding affinity (normalized) is 0.541. (2) The peptide sequence is YAVLSEYET. The MHC is HLA-A02:02 with pseudo-sequence HLA-A02:02. The binding affinity (normalized) is 0.308. (3) The peptide sequence is VVTLLCVLPA. The MHC is HLA-A02:01 with pseudo-sequence HLA-A02:01. The binding affinity (normalized) is 0.485. (4) The peptide sequence is PLSPTRLSRL. The MHC is HLA-A02:01 with pseudo-sequence HLA-A02:01. The binding affinity (normalized) is 0.217. (5) The peptide sequence is IMNEGWASF. The MHC is HLA-A02:06 with pseudo-sequence HLA-A02:06. The binding affinity (normalized) is 0.756. (6) The peptide sequence is VLNPYMPSV. The MHC is HLA-A02:06 with pseudo-sequence HLA-A02:06. The binding affinity (normalized) is 0.831.